From a dataset of NCI-60 drug combinations with 297,098 pairs across 59 cell lines. Regression. Given two drug SMILES strings and cell line genomic features, predict the synergy score measuring deviation from expected non-interaction effect. (1) Drug 1: C1=C(C(=O)NC(=O)N1)F. Drug 2: CN(CC1=CN=C2C(=N1)C(=NC(=N2)N)N)C3=CC=C(C=C3)C(=O)NC(CCC(=O)O)C(=O)O. Cell line: TK-10. Synergy scores: CSS=42.3, Synergy_ZIP=-3.69, Synergy_Bliss=-6.08, Synergy_Loewe=-5.81, Synergy_HSA=-4.75. (2) Drug 1: C1CN1P(=S)(N2CC2)N3CC3. Drug 2: C1C(C(OC1N2C=NC(=NC2=O)N)CO)O. Cell line: 786-0. Synergy scores: CSS=10.4, Synergy_ZIP=-2.67, Synergy_Bliss=1.44, Synergy_Loewe=-2.17, Synergy_HSA=0.0173. (3) Drug 1: CCC1(CC2CC(C3=C(CCN(C2)C1)C4=CC=CC=C4N3)(C5=C(C=C6C(=C5)C78CCN9C7C(C=CC9)(C(C(C8N6C)(C(=O)OC)O)OC(=O)C)CC)OC)C(=O)OC)O.OS(=O)(=O)O. Drug 2: C(CCl)NC(=O)N(CCCl)N=O. Cell line: IGROV1. Synergy scores: CSS=2.56, Synergy_ZIP=4.13, Synergy_Bliss=-0.838, Synergy_Loewe=-1.59, Synergy_HSA=-1.56. (4) Drug 1: C1C(C(OC1N2C=NC3=C(N=C(N=C32)Cl)N)CO)O. Drug 2: C1CNP(=O)(OC1)N(CCCl)CCCl. Cell line: TK-10. Synergy scores: CSS=29.1, Synergy_ZIP=-7.95, Synergy_Bliss=0.0812, Synergy_Loewe=-63.4, Synergy_HSA=1.39. (5) Drug 1: CC12CCC3C(C1CCC2O)C(CC4=C3C=CC(=C4)O)CCCCCCCCCS(=O)CCCC(C(F)(F)F)(F)F. Drug 2: CCN(CC)CCCC(C)NC1=C2C=C(C=CC2=NC3=C1C=CC(=C3)Cl)OC. Cell line: SK-MEL-2. Synergy scores: CSS=20.0, Synergy_ZIP=0.894, Synergy_Bliss=-1.20, Synergy_Loewe=-11.8, Synergy_HSA=-5.77. (6) Drug 1: CC(C)NC(=O)C1=CC=C(C=C1)CNNC.Cl. Drug 2: C1CCC(C(C1)N)N.C(=O)(C(=O)[O-])[O-].[Pt+4]. Cell line: MDA-MB-435. Synergy scores: CSS=-14.6, Synergy_ZIP=-0.434, Synergy_Bliss=-11.1, Synergy_Loewe=-20.6, Synergy_HSA=-16.2. (7) Drug 1: C1CC(C1)(C(=O)O)C(=O)O.[NH2-].[NH2-].[Pt+2]. Drug 2: C1C(C(OC1N2C=NC(=NC2=O)N)CO)O. Cell line: MDA-MB-435. Synergy scores: CSS=3.37, Synergy_ZIP=0.595, Synergy_Bliss=-2.65, Synergy_Loewe=-2.67, Synergy_HSA=-4.46. (8) Drug 1: C1=NC2=C(N1)C(=S)N=C(N2)N. Drug 2: C1=CC(=CC=C1C#N)C(C2=CC=C(C=C2)C#N)N3C=NC=N3. Cell line: OVCAR-8. Synergy scores: CSS=36.7, Synergy_ZIP=-1.06, Synergy_Bliss=2.34, Synergy_Loewe=-15.6, Synergy_HSA=1.70. (9) Drug 1: CN(C)C1=NC(=NC(=N1)N(C)C)N(C)C. Drug 2: CN1C(=O)N2C=NC(=C2N=N1)C(=O)N. Cell line: DU-145. Synergy scores: CSS=-7.37, Synergy_ZIP=4.01, Synergy_Bliss=4.66, Synergy_Loewe=-1.47, Synergy_HSA=-1.06.